From a dataset of Forward reaction prediction with 1.9M reactions from USPTO patents (1976-2016). Predict the product of the given reaction. (1) Given the reactants [K].[O-]CCCC.[C:7]([CH2:9]P(=O)(OCC)OCC)#[N:8].[F:18][CH2:19][C:20]1([C:25]#[N:26])[CH2:23][C:22](=O)[CH2:21]1, predict the reaction product. The product is: [C:7]([CH:9]=[C:22]1[CH2:23][C:20]([CH2:19][F:18])([C:25]#[N:26])[CH2:21]1)#[N:8]. (2) Given the reactants [CH2:1]([O:3][C:4]([C:6]1[N:11]=[C:10](I)[C:9]2[N:13]=[C:14]([C:16]3[CH:21]=[CH:20][CH:19]=[CH:18][CH:17]=3)[S:15][C:8]=2[C:7]=1[O:22][CH2:23][C:24]1[CH:29]=[CH:28][CH:27]=[CH:26][CH:25]=1)=[O:5])[CH3:2].[NH:30]1[CH2:35][CH2:34][CH2:33][CH2:32][CH2:31]1.C(N(CC)CC)C, predict the reaction product. The product is: [CH2:1]([O:3][C:4]([C:6]1[N:11]=[C:10]([N:30]2[CH2:35][CH2:34][CH2:33][CH2:32][CH2:31]2)[C:9]2[N:13]=[C:14]([C:16]3[CH:21]=[CH:20][CH:19]=[CH:18][CH:17]=3)[S:15][C:8]=2[C:7]=1[O:22][CH2:23][C:24]1[CH:29]=[CH:28][CH:27]=[CH:26][CH:25]=1)=[O:5])[CH3:2]. (3) Given the reactants [N:1]1[CH:6]=[CH:5][C:4]([CH3:7])=[CH:3][CH:2]=1.[Br:8][CH2:9][CH2:10][S:11][S:12][CH2:13][CH2:14]Br.[CH3:16][N:17]1[CH2:21][CH2:20][CH2:19][C:18]1=O.[C:23](#N)C, predict the reaction product. The product is: [Br-:8].[Br-:8].[S:12]([CH2:13][CH2:14][N+:17]1[CH:16]=[CH:23][C:19]([CH3:18])=[CH:20][CH:21]=1)[S:11][CH2:10][CH2:9][N+:1]1[CH:6]=[CH:5][C:4]([CH3:7])=[CH:3][CH:2]=1. (4) Given the reactants [O-]S([C:5]([F:8])([F:7])[F:6])(=O)=O.C([N:11]([CH2:14]C)[CH2:12][CH3:13])C.[CH:16]([OH:18])=O.[C:19]1(P([C:19]2[CH:24]=[CH:23][CH:22]=[CH:21][CH:20]=2)CCCP([C:19]2[CH:24]=[CH:23][CH:22]=[CH:21][CH:20]=2)[C:19]2[CH:24]=[CH:23][CH:22]=[CH:21][CH:20]=2)[CH:24]=[CH:23][CH:22]=[CH:21][CH:20]=1.CN(C=[O:52])C, predict the reaction product. The product is: [F:6][C:5]([F:8])([F:7])[C:14]([NH:11][CH2:12][CH2:13][C@@H:16]([OH:18])[C:19]1[CH:24]=[CH:23][CH:22]=[CH:21][CH:20]=1)=[O:52]. (5) The product is: [C:15]([O:18][CH2:8][C:7]1[C:2]([O:1][C:24](=[O:23])[CH3:30])=[CH:3][C:4]([F:14])=[C:5]([F:13])[C:6]=1[F:12])(=[O:17])[CH3:16]. Given the reactants [OH:1][C:2]1[C:7]([CH2:8]N(C)C)=[C:6]([F:12])[C:5]([F:13])=[C:4]([F:14])[CH:3]=1.[C:15]([O:18]C(=O)C)(=[O:17])[CH3:16].C[OH:23].[C:24]1([CH3:30])C=CC=CC=1, predict the reaction product. (6) Given the reactants [CH3:1][C:2]1[CH:7]=[CH:6][C:5]([S:8][C:9]2[CH:14]=[CH:13][CH:12]=[CH:11][C:10]=2[CH2:15][CH2:16][C:17]([OH:19])=O)=[CH:4][CH:3]=1.[NH2:20][CH2:21][CH2:22][CH2:23][CH2:24][OH:25], predict the reaction product. The product is: [OH:25][CH2:24][CH2:23][CH2:22][CH2:21][NH:20][C:17](=[O:19])[CH2:16][CH2:15][C:10]1[CH:11]=[CH:12][CH:13]=[CH:14][C:9]=1[S:8][C:5]1[CH:4]=[CH:3][C:2]([CH3:1])=[CH:7][CH:6]=1. (7) The product is: [C:38]([O:42][CH2:43][CH2:44][C:2]1[N:7]=[C:6]([NH2:8])[CH:5]=[CH:4][N:3]=1)([CH3:41])([CH3:40])[CH3:39]. Given the reactants Cl[C:2]1[N:7]=[C:6]([N:8](C2C3OCOC=3C=CC=2Cl)C)[CH:5]=[CH:4][N:3]=1.ClC1N=C(NC2C3OCOC=3C=CC=2Cl)C=CN=1.[C:38]([O:42][CH2:43][CH2:44]Br)([CH3:41])([CH3:40])[CH3:39], predict the reaction product.